This data is from Catalyst prediction with 721,799 reactions and 888 catalyst types from USPTO. The task is: Predict which catalyst facilitates the given reaction. (1) Reactant: [CH3:1][S:2]([C:5]1[CH:10]=[CH:9][C:8](B(O)O)=[CH:7][CH:6]=1)(=[O:4])=[O:3].Br[C:15]1[N:20]=[CH:19][C:18]([O:21][CH2:22][CH:23]2[CH2:28][CH2:27][N:26]([C:29]([O:31][C:32]([CH3:35])([CH3:34])[CH3:33])=[O:30])[CH2:25][CH2:24]2)=[CH:17][CH:16]=1.COCCOC.C([O-])([O-])=O.[Na+].[Na+]. Product: [CH3:1][S:2]([C:5]1[CH:10]=[CH:9][C:8]([C:15]2[N:20]=[CH:19][C:18]([O:21][CH2:22][CH:23]3[CH2:24][CH2:25][N:26]([C:29]([O:31][C:32]([CH3:35])([CH3:34])[CH3:33])=[O:30])[CH2:27][CH2:28]3)=[CH:17][CH:16]=2)=[CH:7][CH:6]=1)(=[O:4])=[O:3]. The catalyst class is: 189. (2) Reactant: [CH:1]1([C:9]([OH:11])=[O:10])[CH2:8][CH2:7][CH2:6][CH:5]=[CH:4][CH2:3][CH2:2]1.[CH3:12]C(C)=O.C([O-])([O-])=O.[K+].[K+].CI. Product: [CH:1]1([C:9]([O:11][CH3:12])=[O:10])[CH2:2][CH2:3][CH2:4][CH:5]=[CH:6][CH2:7][CH2:8]1. The catalyst class is: 6. (3) Reactant: [I:1][C:2]1[N:3]=[N:4][C:5](I)=[CH:6][CH:7]=1.[C:9]([N:16]1[CH2:21][CH2:20][NH:19][CH2:18][CH2:17]1)([O:11][C:12]([CH3:15])([CH3:14])[CH3:13])=[O:10]. Product: [I:1][C:2]1[N:3]=[N:4][C:5]([N:19]2[CH2:18][CH2:17][N:16]([C:9]([O:11][C:12]([CH3:15])([CH3:14])[CH3:13])=[O:10])[CH2:21][CH2:20]2)=[CH:6][CH:7]=1. The catalyst class is: 18. (4) Reactant: [Cl:1][C:2]1[CH:7]=[CH:6][C:5]([C:8]([C:10]2[CH:15]=[CH:14][C:13]([CH3:16])=[C:12]([F:17])[CH:11]=2)=[O:9])=[CH:4][CH:3]=1.[Br:18]CC1C=CC(C(C2C=CC=C(Cl)C=2)=O)=CC=1. Product: [Br:18][CH2:16][C:13]1[CH:14]=[CH:15][C:10]([C:8]([C:5]2[CH:6]=[CH:7][C:2]([Cl:1])=[CH:3][CH:4]=2)=[O:9])=[CH:11][C:12]=1[F:17]. The catalyst class is: 175. (5) Reactant: [I-].C1([C:8]([PH3+])([C:15]2[CH:20]=C[CH:18]=[CH:17][CH:16]=2)C2C=CC=CC=2)C=CC=CC=1.C([O-])(C)(C)C.[K+].[C:28]([N:35]1CCCC(=O)C1)([O:30][C:31]([CH3:34])([CH3:33])[CH3:32])=[O:29]. Product: [C:28]([N:35]1[CH2:18][CH2:17][CH2:16][C:15](=[CH2:20])[CH2:8]1)([O:30][C:31]([CH3:34])([CH3:33])[CH3:32])=[O:29]. The catalyst class is: 11. (6) Reactant: [CH2:1]([O:8][N:9]1[C:18]2[C:13](=[CH:14][C:15]([F:19])=[CH:16][N:17]=2)[C:12]([OH:20])=[C:11]([C:21]2[CH:26]=[CH:25][CH:24]=[CH:23][CH:22]=2)[C:10]1=[O:27])[C:2]1[CH:7]=[CH:6][CH:5]=[CH:4][CH:3]=1.[F:28][C:29]([F:42])([F:41])[S:30](O[S:30]([C:29]([F:42])([F:41])[F:28])(=[O:32])=[O:31])(=[O:32])=[O:31]. The catalyst class is: 2. Product: [F:28][C:29]([F:42])([F:41])[S:30]([O:20][C:12]1[C:13]2[C:18](=[N:17][CH:16]=[C:15]([F:19])[CH:14]=2)[N:9]([O:8][CH2:1][C:2]2[CH:7]=[CH:6][CH:5]=[CH:4][CH:3]=2)[C:10](=[O:27])[C:11]=1[C:21]1[CH:26]=[CH:25][CH:24]=[CH:23][CH:22]=1)(=[O:32])=[O:31]. (7) Reactant: [F:1][C:2]1[CH:3]=[CH:4][C:5]2[N:9]=[CH:8][N:7]([CH2:10][C:11]([OH:13])=O)[C:6]=2[C:14]=1[F:15].Cl.[NH2:17][CH:18]([C:20]1[CH:25]=[CH:24][C:23]([C:26]([CH3:30])([CH3:29])[C:27]#[N:28])=[CH:22][CH:21]=1)[CH3:19].CN(C(ON1N=NC2C=CC=NC1=2)=[N+](C)C)C.F[P-](F)(F)(F)(F)F. Product: [C:27]([C:26]([C:23]1[CH:22]=[CH:21][C:20]([CH:18]([NH:17][C:11](=[O:13])[CH2:10][N:7]2[C:6]3[C:14]([F:15])=[C:2]([F:1])[CH:3]=[CH:4][C:5]=3[N:9]=[CH:8]2)[CH3:19])=[CH:25][CH:24]=1)([CH3:30])[CH3:29])#[N:28]. The catalyst class is: 241. (8) Reactant: [CH3:1][CH:2]([N:4]1[C:12]([CH:13]=[CH:14][CH:15]([OH:27])[CH2:16][CH:17]([OH:26])[CH2:18][C:19]([O:21]C(C)(C)C)=[O:20])=[C:11]([C:28]2[CH:33]=[CH:32][C:31]([F:34])=[CH:30][CH:29]=2)[C:10]2[C:5]1=[CH:6][CH:7]=[CH:8][CH:9]=2)[CH3:3].CO.[OH-].[Na+:38]. Product: [CH3:3][CH:2]([N:4]1[C:12](/[CH:13]=[CH:14]/[CH:15]([OH:27])[CH2:16][CH:17]([OH:26])[CH2:18][C:19]([O-:21])=[O:20])=[C:11]([C:28]2[CH:29]=[CH:30][C:31]([F:34])=[CH:32][CH:33]=2)[C:10]2[CH:9]=[CH:8][CH:7]=[CH:6][C:5]1=2)[CH3:1].[Na+:38]. The catalyst class is: 6.